From a dataset of Full USPTO retrosynthesis dataset with 1.9M reactions from patents (1976-2016). Predict the reactants needed to synthesize the given product. Given the product [Cl:1][C:2]1[C:7]([CH3:8])=[CH:6][C:5]([O:9][CH3:10])=[C:4]([NH:11][NH2:12])[CH:3]=1, predict the reactants needed to synthesize it. The reactants are: [Cl:1][C:2]1[C:7]([CH3:8])=[CH:6][C:5]([O:9][CH3:10])=[C:4]([NH2:11])[CH:3]=1.[N:12]([O-])=O.[Na+].O.O.Cl[Sn]Cl.